This data is from NCI-60 drug combinations with 297,098 pairs across 59 cell lines. The task is: Regression. Given two drug SMILES strings and cell line genomic features, predict the synergy score measuring deviation from expected non-interaction effect. (1) Drug 1: COC1=NC(=NC2=C1N=CN2C3C(C(C(O3)CO)O)O)N. Drug 2: CNC(=O)C1=NC=CC(=C1)OC2=CC=C(C=C2)NC(=O)NC3=CC(=C(C=C3)Cl)C(F)(F)F. Cell line: OVCAR-5. Synergy scores: CSS=-1.75, Synergy_ZIP=2.42, Synergy_Bliss=3.77, Synergy_Loewe=0.363, Synergy_HSA=0.592. (2) Drug 1: CCC1(CC2CC(C3=C(CCN(C2)C1)C4=CC=CC=C4N3)(C5=C(C=C6C(=C5)C78CCN9C7C(C=CC9)(C(C(C8N6C)(C(=O)OC)O)OC(=O)C)CC)OC)C(=O)OC)O. Drug 2: C1CC(CNC1)C2=CC=C(C=C2)N3C=C4C=CC=C(C4=N3)C(=O)N. Cell line: HCT116. Synergy scores: CSS=71.2, Synergy_ZIP=-2.22, Synergy_Bliss=-5.07, Synergy_Loewe=-7.55, Synergy_HSA=-0.629. (3) Drug 1: CNC(=O)C1=CC=CC=C1SC2=CC3=C(C=C2)C(=NN3)C=CC4=CC=CC=N4. Drug 2: C#CCC(CC1=CN=C2C(=N1)C(=NC(=N2)N)N)C3=CC=C(C=C3)C(=O)NC(CCC(=O)O)C(=O)O. Cell line: SK-MEL-2. Synergy scores: CSS=-2.06, Synergy_ZIP=-0.398, Synergy_Bliss=-3.83, Synergy_Loewe=-6.02, Synergy_HSA=-5.00. (4) Drug 1: CC1C(C(CC(O1)OC2CC(OC(C2O)C)OC3=CC4=CC5=C(C(=O)C(C(C5)C(C(=O)C(C(C)O)O)OC)OC6CC(C(C(O6)C)O)OC7CC(C(C(O7)C)O)OC8CC(C(C(O8)C)O)(C)O)C(=C4C(=C3C)O)O)O)O. Drug 2: CC1CCC2CC(C(=CC=CC=CC(CC(C(=O)C(C(C(=CC(C(=O)CC(OC(=O)C3CCCCN3C(=O)C(=O)C1(O2)O)C(C)CC4CCC(C(C4)OC)O)C)C)O)OC)C)C)C)OC. Cell line: OVCAR-4. Synergy scores: CSS=35.5, Synergy_ZIP=-0.535, Synergy_Bliss=1.24, Synergy_Loewe=-4.96, Synergy_HSA=1.81.